This data is from Forward reaction prediction with 1.9M reactions from USPTO patents (1976-2016). The task is: Predict the product of the given reaction. (1) Given the reactants C[C:2]1[CH:7]=[CH:6][CH:5]=[CH:4][C:3]=1[O:8][CH:9]([CH2:12][CH2:13][CH3:14])[CH:10]=[CH2:11].CC1C=CC=CC=1[O-].[Li+].[CH2:24]1[CH2:28][O:27][CH2:26][CH2:25]1, predict the reaction product. The product is: [CH3:28][O:27][C:26]1[CH:14]=[CH:13][C:12]([CH:9]([O:8][C:3]2[CH:2]=[CH:7][CH:6]=[CH:5][CH:4]=2)[CH:10]=[CH2:11])=[CH:24][CH:25]=1. (2) Given the reactants CNC1C=CC=C(N)C=1N.[CH2:11]([N:13]1[C:17]2[C:18]([NH:22][C:23](=[O:25])C)=[CH:19][CH:20]=[CH:21][C:16]=2[N:15]=[C:14]1C)C.C(OC(=O)C)(=O)C, predict the reaction product. The product is: [CH3:11][N:13]1[C:17]2[C:18]([NH:22][CH:23]=[O:25])=[CH:19][CH:20]=[CH:21][C:16]=2[N:15]=[CH:14]1.